From a dataset of Forward reaction prediction with 1.9M reactions from USPTO patents (1976-2016). Predict the product of the given reaction. (1) Given the reactants Br[C:2]1[N:7]=[CH:6][CH:5]=[CH:4][N:3]=1.C(N(CC)CC)C.[Cl:15][C:16]1[CH:17]=[C:18]([NH:31][C:32]2[C:33]3[S:40][C:39]([C:41]#[CH:42])=[CH:38][C:34]=3[N:35]=[CH:36][N:37]=2)[CH:19]=[CH:20][C:21]=1[O:22][CH2:23][C:24]1[CH:29]=[CH:28][CH:27]=[C:26]([F:30])[CH:25]=1, predict the reaction product. The product is: [Cl:15][C:16]1[CH:17]=[C:18]([NH:31][C:32]2[C:33]3[S:40][C:39]([C:41]#[C:42][C:2]4[N:7]=[CH:6][CH:5]=[CH:4][N:3]=4)=[CH:38][C:34]=3[N:35]=[CH:36][N:37]=2)[CH:19]=[CH:20][C:21]=1[O:22][CH2:23][C:24]1[CH:29]=[CH:28][CH:27]=[C:26]([F:30])[CH:25]=1. (2) Given the reactants [I-:1].[CH2:2]([C:4]1[SH+:5][CH:6]=[CH:7][CH:8]=[CH:9][CH:10]=[CH:11][CH:12]=1)[CH3:3].C([I:15])C, predict the reaction product. The product is: [IH:15].[I-:1].[CH2:2]([C:4]1[SH+:5][CH:6]=[CH:7][CH:8]=[CH:9][CH:10]=[CH:11][CH:12]=1)[CH3:3]. (3) Given the reactants Br[C:2]1[CH:3]=[CH:4][C:5]2[O:6][CH2:7][C:8](=[O:21])[N:9]([CH2:12][C:13]3[CH:18]=[CH:17][C:16]([O:19][CH3:20])=[CH:15][CH:14]=3)[C:10]=2[N:11]=1.[O:22]=[C:23]1[NH:28][CH2:27][CH:26]2[CH2:29][CH2:30][N:31](C(OC(C)(C)C)=O)[CH2:32][CH:25]2[O:24]1, predict the reaction product. The product is: [CH3:20][O:19][C:16]1[CH:17]=[CH:18][C:13]([CH2:12][N:9]2[C:8](=[O:21])[CH2:7][O:6][C:5]3[CH:4]=[CH:3][C:2]([N:28]4[CH2:27][CH:26]5[CH2:29][CH2:30][NH:31][CH2:32][CH:25]5[O:24][C:23]4=[O:22])=[N:11][C:10]2=3)=[CH:14][CH:15]=1. (4) Given the reactants [F:1][C:2]1[CH:3]=[C:4]2[C:8](=[CH:9][CH:10]=1)/[C:7](=[CH:11]\[C:12]1[CH:17]=[C:16]([O:18][CH3:19])[C:15]([OH:20])=[C:14]([O:21][CH3:22])[CH:13]=1)/[C:6]([CH3:23])=[C:5]2[CH2:24][C:25]([OH:27])=O.C(N1C=CN=C1)(N1C=CN=C1)=[O:29].CN1[CH:45]=[CH:44][CH:43]=[C:42]1[CH2:46][NH2:47].N1C=CC=CC=1, predict the reaction product. The product is: [F:1][C:2]1[CH:3]=[C:4]2[C:8](=[CH:9][CH:10]=1)/[C:7](=[CH:11]\[C:12]1[CH:13]=[C:14]([O:21][CH3:22])[C:15]([OH:20])=[C:16]([O:18][CH3:19])[CH:17]=1)/[C:6]([CH3:23])=[C:5]2[CH2:24][C:25]([NH:47][CH2:46][C:42]1[O:29][CH:45]=[CH:44][CH:43]=1)=[O:27]. (5) Given the reactants [OH:1][C:2]1[CH:7]=[CH:6][C:5]([C:8]([C:10]2[CH:19]=[CH:18][C:13]([C:14]([O:16][CH3:17])=[O:15])=[CH:12][CH:11]=2)=O)=[CH:4][CH:3]=1.[CH3:20][C:21]1([CH3:30])[CH2:26][C:25](=O)[CH2:24][C:23]([CH3:29])([CH3:28])[O:22]1, predict the reaction product. The product is: [OH:1][C:2]1[CH:7]=[CH:6][C:5]([C:8](=[C:25]2[CH2:24][C:23]([CH3:29])([CH3:28])[O:22][C:21]([CH3:30])([CH3:20])[CH2:26]2)[C:10]2[CH:19]=[CH:18][C:13]([C:14]([O:16][CH3:17])=[O:15])=[CH:12][CH:11]=2)=[CH:4][CH:3]=1. (6) Given the reactants [Cl:1][C:2]1[C:7]([Cl:8])=[C:6]([S:9](=[O:18])(=[O:17])[NH:10][C@@H:11]([CH3:16])[C:12]([F:15])([F:14])[F:13])[CH:5]=[CH:4][C:3]=1[C:19]1[S:23][C:22]([C:24]([O:26]CC)=O)=[N:21][C:20]=1[C:29](=[O:35])[N:30]([CH2:33][CH3:34])[CH2:31][CH3:32].O.[NH2:37][NH2:38], predict the reaction product. The product is: [Cl:1][C:2]1[C:7]([Cl:8])=[C:6]([S:9](=[O:17])(=[O:18])[NH:10][C@@H:11]([CH3:16])[C:12]([F:14])([F:13])[F:15])[CH:5]=[CH:4][C:3]=1[C:19]1[S:23][C:22]([C:24]([NH:37][NH2:38])=[O:26])=[N:21][C:20]=1[C:29]([N:30]([CH2:33][CH3:34])[CH2:31][CH3:32])=[O:35]. (7) Given the reactants Br.[NH2:2][C:3]1[CH:8]=[CH:7][CH:6]=[C:5]([CH:9]([CH3:11])[CH3:10])[C:4]=1[OH:12].C(OCC)(=O)C.C(=O)([O-])O.[Na+].[Br:24][C:25]([CH3:30])([CH3:29])[C:26](Br)=[O:27], predict the reaction product. The product is: [Br:24][C:25]([CH3:30])([CH3:29])[C:26]([NH:2][C:3]1[CH:8]=[CH:7][CH:6]=[C:5]([CH:9]([CH3:10])[CH3:11])[C:4]=1[OH:12])=[O:27].